This data is from NCI-60 drug combinations with 297,098 pairs across 59 cell lines. The task is: Regression. Given two drug SMILES strings and cell line genomic features, predict the synergy score measuring deviation from expected non-interaction effect. (1) Drug 1: CC1=CC=C(C=C1)C2=CC(=NN2C3=CC=C(C=C3)S(=O)(=O)N)C(F)(F)F. Drug 2: C#CCC(CC1=CN=C2C(=N1)C(=NC(=N2)N)N)C3=CC=C(C=C3)C(=O)NC(CCC(=O)O)C(=O)O. Cell line: CCRF-CEM. Synergy scores: CSS=41.1, Synergy_ZIP=1.55, Synergy_Bliss=-2.21, Synergy_Loewe=-33.9, Synergy_HSA=-4.37. (2) Drug 1: CC1=C2C(C(=O)C3(C(CC4C(C3C(C(C2(C)C)(CC1OC(=O)C(C(C5=CC=CC=C5)NC(=O)C6=CC=CC=C6)O)O)OC(=O)C7=CC=CC=C7)(CO4)OC(=O)C)O)C)OC(=O)C. Drug 2: C(=O)(N)NO. Cell line: MDA-MB-231. Synergy scores: CSS=5.01, Synergy_ZIP=-6.52, Synergy_Bliss=-2.83, Synergy_Loewe=-1.93, Synergy_HSA=-1.61.